From a dataset of Peptide-MHC class I binding affinity with 185,985 pairs from IEDB/IMGT. Regression. Given a peptide amino acid sequence and an MHC pseudo amino acid sequence, predict their binding affinity value. This is MHC class I binding data. (1) The peptide sequence is FLRGRAYGL. The MHC is HLA-A02:06 with pseudo-sequence HLA-A02:06. The binding affinity (normalized) is 0.136. (2) The peptide sequence is MGHPKNAYL. The MHC is BoLA-AW10 with pseudo-sequence BoLA-AW10. The binding affinity (normalized) is 0.0641.